This data is from Catalyst prediction with 721,799 reactions and 888 catalyst types from USPTO. The task is: Predict which catalyst facilitates the given reaction. (1) Reactant: [Cl:1][C:2]1[CH:3]=[C:4]([N:19]([CH2:33][O:34][CH3:35])[S:20]([C:23]2[CH:28]=[CH:27][CH:26]=[C:25]([C:29]([F:32])([F:31])[F:30])[CH:24]=2)(=[O:22])=[O:21])[C:5]([CH:8]([C:10]2[C:15]([O:16][CH3:17])=[CH:14][CH:13]=[CH:12][C:11]=2[F:18])[OH:9])=[N:6][CH:7]=1.CC(OI1(OC(C)=O)(OC(C)=O)OC(=O)C2C=CC=CC1=2)=O.[O-]S([O-])(=S)=O.[Na+].[Na+].C([O-])(O)=O.[Na+]. Product: [Cl:1][C:2]1[CH:3]=[C:4]([N:19]([CH2:33][O:34][CH3:35])[S:20]([C:23]2[CH:28]=[CH:27][CH:26]=[C:25]([C:29]([F:31])([F:30])[F:32])[CH:24]=2)(=[O:21])=[O:22])[C:5]([C:8](=[O:9])[C:10]2[C:15]([O:16][CH3:17])=[CH:14][CH:13]=[CH:12][C:11]=2[F:18])=[N:6][CH:7]=1. The catalyst class is: 2. (2) Reactant: [C:1]([NH:20][C@H:21]([C:25]([OH:27])=[O:26])[CH:22]([CH3:24])[CH3:23])([C:14]1[CH:19]=[CH:18][CH:17]=[CH:16][CH:15]=1)([C:8]1[CH:13]=[CH:12][CH:11]=[CH:10][CH:9]=1)[C:2]1[CH:7]=[CH:6][CH:5]=[CH:4][CH:3]=1.[CH2:28]([CH:31]([CH2:34]O)[CH2:32][OH:33])[CH:29]=[CH2:30].C1CCC(N=C=NC2CCCCC2)CC1. The catalyst class is: 4. Product: [C:1]([NH:20][C@H:21]([C:25]([O:27][CH2:34][CH:31]([CH2:28][CH:29]=[CH2:30])[CH2:32][OH:33])=[O:26])[CH:22]([CH3:23])[CH3:24])([C:8]1[CH:13]=[CH:12][CH:11]=[CH:10][CH:9]=1)([C:14]1[CH:15]=[CH:16][CH:17]=[CH:18][CH:19]=1)[C:2]1[CH:3]=[CH:4][CH:5]=[CH:6][CH:7]=1.